Dataset: Catalyst prediction with 721,799 reactions and 888 catalyst types from USPTO. Task: Predict which catalyst facilitates the given reaction. (1) Reactant: [CH3:1][N:2]1[C:7]([CH3:8])=[CH:6][C:5](=[O:9])[C:4]([O:10][CH2:11][C:12]2[CH:17]=[CH:16][CH:15]=[CH:14][CH:13]=2)=[C:3]1[CH2:18][N:19]1C(=O)C2=CC=CC=C2C1=O.O.Cl. Product: [CH3:1][N:2]1[C:7]([CH3:8])=[CH:6][C:5](=[O:9])[C:4]([O:10][CH2:11][C:12]2[CH:17]=[CH:16][CH:15]=[CH:14][CH:13]=2)=[C:3]1[CH2:18][NH2:19]. The catalyst class is: 14. (2) Reactant: [CH2:1]([O:8][CH2:9][CH:10]=[O:11])[C:2]1[CH:7]=[CH:6][CH:5]=[CH:4][CH:3]=1.[C:12]1([CH2:18][CH2:19][Mg]Cl)[CH:17]=[CH:16][CH:15]=[CH:14][CH:13]=1.Cl. Product: [CH2:1]([O:8][CH2:9][CH:10]([OH:11])[CH2:19][CH2:18][C:12]1[CH:17]=[CH:16][CH:15]=[CH:14][CH:13]=1)[C:2]1[CH:7]=[CH:6][CH:5]=[CH:4][CH:3]=1. The catalyst class is: 7. (3) Reactant: [NH:1]1[C:5]2[CH:6]=[CH:7][CH:8]=[CH:9][C:4]=2[N:3]=[C:2]1[C:10]([C:12]1[CH:17]=[CH:16][C:15]([O:18][C:19]2[C:24]([N:25]3[CH2:30][CH2:29][O:28][CH2:27][CH2:26]3)=[N:23][CH:22]=[CH:21][N:20]=2)=[CH:14][CH:13]=1)=[O:11].[C:31](=O)([O-])[O-].[Cs+].[Cs+].IC. Product: [CH3:31][N:1]1[C:5]2[CH:6]=[CH:7][CH:8]=[CH:9][C:4]=2[N:3]=[C:2]1[C:10]([C:12]1[CH:13]=[CH:14][C:15]([O:18][C:19]2[C:24]([N:25]3[CH2:30][CH2:29][O:28][CH2:27][CH2:26]3)=[N:23][CH:22]=[CH:21][N:20]=2)=[CH:16][CH:17]=1)=[O:11]. The catalyst class is: 121.